From a dataset of Forward reaction prediction with 1.9M reactions from USPTO patents (1976-2016). Predict the product of the given reaction. (1) Given the reactants C1C([C@H](CN)CC(O)=[O:10])=CC=C(Cl)C=1.O.[CH3:16][CH:17]([CH3:42])[C@@H:18]([O:36][C:37](=[O:41])[CH:38]([CH3:40])[CH3:39])[O:19][C:20]([NH:22][CH2:23][C@@H:24]([C:29]1[CH:34]=[CH:33][C:32]([Cl:35])=[CH:31][CH:30]=1)[CH2:25][C:26]([OH:28])=[O:27])=[O:21].[CH3:43][CH:44]([CH3:69])[C@H:45]([O:63][C:64](=[O:68])[CH:65]([CH3:67])[CH3:66])[O:46][C:47]([NH:49][CH2:50][C@@H:51]([C:56]1[CH:61]=[CH:60][C:59]([Cl:62])=[CH:58][CH:57]=1)[CH2:52][C:53]([OH:55])=[O:54])=[O:48], predict the reaction product. The product is: [OH2:10].[CH3:16][CH:17]([CH3:42])[C@@H:18]([O:36][C:37](=[O:41])[CH:38]([CH3:40])[CH3:39])[O:19][C:20]([NH:22][CH2:23][C@@H:24]([C:29]1[CH:34]=[CH:33][C:32]([Cl:35])=[CH:31][CH:30]=1)[CH2:25][C:26]([OH:28])=[O:27])=[O:21].[CH3:43][CH:44]([CH3:69])[C@@H:45]([O:63][C:64](=[O:68])[CH:65]([CH3:67])[CH3:66])[O:46][C:47]([NH:49][CH2:50][C@@H:51]([C:56]1[CH:61]=[CH:60][C:59]([Cl:62])=[CH:58][CH:57]=1)[CH2:52][C:53]([OH:55])=[O:54])=[O:48].[CH3:16][CH:17]([CH3:42])[C@H:18]([O:36][C:37](=[O:41])[CH:38]([CH3:40])[CH3:39])[O:19][C:20]([NH:22][CH2:23][C@@H:24]([C:29]1[CH:34]=[CH:33][C:32]([Cl:35])=[CH:31][CH:30]=1)[CH2:25][C:26]([OH:28])=[O:27])=[O:21]. (2) The product is: [CH3:45][CH:40]1[CH2:41][CH2:42][CH2:43][CH2:44][N:39]1[C:37]1[CH:36]=[CH:35][N:34]=[C:33]([C:17]2[C:16]3[C:20](=[CH:21][CH:22]=[C:14]([C:11]4[O:10][C:9]([NH2:8])=[N:13][N:12]=4)[CH:15]=3)[N:19]([S:23]([C:26]3[CH:27]=[CH:28][C:29]([CH3:30])=[CH:31][CH:32]=3)(=[O:25])=[O:24])[CH:18]=2)[N:38]=1. Given the reactants COC1C=CC(C[NH:8][C:9]2[O:10][C:11]([C:14]3[CH:15]=[C:16]4[C:20](=[CH:21][CH:22]=3)[N:19]([S:23]([C:26]3[CH:32]=[CH:31][C:29]([CH3:30])=[CH:28][CH:27]=3)(=[O:25])=[O:24])[CH:18]=[C:17]4[C:33]3[N:38]=[C:37]([N:39]4[CH2:44][CH2:43][CH2:42][CH2:41][CH:40]4[CH3:45])[CH:36]=[CH:35][N:34]=3)=[N:12][N:13]=2)=CC=1, predict the reaction product. (3) Given the reactants [NH2:1][C:2]1[CH:3]=[C:4]([C:14]2[NH:15][C:16]3[N:17]([N:21]=[CH:22][C:23]=3[C:24]#[N:25])[C:18](=[O:20])[CH:19]=2)[CH:5]=[C:6]([C:8]2[CH:13]=[CH:12][CH:11]=[CH:10][CH:9]=2)[CH:7]=1.CCN(C(C)C)C(C)C.[C:35](Cl)(=[O:37])[CH3:36], predict the reaction product. The product is: [C:24]([C:23]1[CH:22]=[N:21][N:17]2[C:18](=[O:20])[CH:19]=[C:14]([C:4]3[CH:3]=[C:2]([NH:1][C:35](=[O:37])[CH3:36])[CH:7]=[C:6]([C:8]4[CH:9]=[CH:10][CH:11]=[CH:12][CH:13]=4)[CH:5]=3)[NH:15][C:16]=12)#[N:25]. (4) Given the reactants Br[C:2]1[C:3]([Cl:15])=[CH:4][C:5]2[CH:9]=[C:8]([C:10]([O:12][CH3:13])=[O:11])[S:7][C:6]=2[CH:14]=1.[CH3:16][S:17]([NH2:20])(=[O:19])=[O:18].CC1(C)C2C(=C(P(C3C=CC=CC=3)C3C=CC=CC=3)C=CC=2)OC2C(P(C3C=CC=CC=3)C3C=CC=CC=3)=CC=CC1=2.C([O-])([O-])=O.[Cs+].[Cs+], predict the reaction product. The product is: [Cl:15][C:3]1[C:2]([NH:20][S:17]([CH3:16])(=[O:19])=[O:18])=[CH:14][C:6]2[S:7][C:8]([C:10]([O:12][CH3:13])=[O:11])=[CH:9][C:5]=2[CH:4]=1.